Dataset: Forward reaction prediction with 1.9M reactions from USPTO patents (1976-2016). Task: Predict the product of the given reaction. (1) Given the reactants [N+:1]([C:4]1[CH:15]=[CH:14][C:7]([CH2:8][N:9]2[CH2:13][CH2:12][S:11][CH2:10]2)=[CH:6][CH:5]=1)([O-])=O, predict the reaction product. The product is: [NH2:1][C:4]1[CH:15]=[CH:14][C:7]([CH2:8][N:9]2[CH2:13][CH2:12][S:11][CH2:10]2)=[CH:6][CH:5]=1. (2) Given the reactants [H-].[Na+].NC1C=CC=CC=1.[CH3:10][C:11]1[CH2:15][C:14]([CH3:16])=[C:13]([CH3:17])[C:12]=1[CH3:18].Cl[Si:20]([C:37]1[CH:42]=[C:41]([CH3:43])[CH:40]=[C:39]([CH3:44])[CH:38]=1)([C:29]1[CH:34]=[C:33]([CH3:35])[CH:32]=[C:31]([CH3:36])[CH:30]=1)[C:21]1[CH:26]=[C:25]([CH3:27])[CH:24]=[C:23]([CH3:28])[CH:22]=1.C(=O)([O-])[O-].[Na+].[Na+], predict the reaction product. The product is: [CH3:43][C:41]1[CH:42]=[C:37]([Si:20]([C:29]2[CH:30]=[C:31]([CH3:36])[CH:32]=[C:33]([CH3:35])[CH:34]=2)([C:21]2[CH:26]=[C:25]([CH3:27])[CH:24]=[C:23]([CH3:28])[CH:22]=2)[C:15]2[CH:14]([CH3:16])[C:13]([CH3:17])=[C:12]([CH3:18])[C:11]=2[CH3:10])[CH:38]=[C:39]([CH3:44])[CH:40]=1. (3) Given the reactants [CH2:1]([O:3][C:4]([C:6]1[C:7](O)=[N:8][C:9]([C:12]2[CH:13]=[N:14][CH:15]=[CH:16][CH:17]=2)=[N:10][CH:11]=1)=[O:5])[CH3:2].O=S(Cl)[Cl:21].C([O-])([O-])=O.[K+].[K+], predict the reaction product. The product is: [CH2:1]([O:3][C:4]([C:6]1[C:7]([Cl:21])=[N:8][C:9]([C:12]2[CH:13]=[N:14][CH:15]=[CH:16][CH:17]=2)=[N:10][CH:11]=1)=[O:5])[CH3:2]. (4) Given the reactants [CH3:1][C:2]([CH3:10])([CH3:9])[CH:3]=[C:4]([C:7]#[N:8])[C:5]#[N:6].C(=O)C1C=CC=CC=1.C1(N)C=CC=CC=1N, predict the reaction product. The product is: [CH3:1][C:2]([CH3:10])([CH3:9])[CH2:3][CH:4]([C:7]#[N:8])[C:5]#[N:6]. (5) The product is: [CH3:1][O:2][C:3]1[CH:20]=[CH:19][C:6]([CH2:7][N:8]2[C:12]3=[N:13][CH:14]=[CH:15][C:16]([O:28][C:27]4[CH:26]=[CH:25][C:24]([NH:29][C:30]5[N:45]=[CH:44][CH:43]=[CH:42][C:31]=5[C:32]([NH:34][C:35]5[CH:36]=[CH:37][C:38]([F:41])=[CH:39][CH:40]=5)=[O:33])=[CH:23][C:22]=4[F:21])=[C:11]3[C:10]([I:18])=[N:9]2)=[CH:5][CH:4]=1. Given the reactants [CH3:1][O:2][C:3]1[CH:20]=[CH:19][C:6]([CH2:7][N:8]2[C:12]3=[N:13][CH:14]=[CH:15][C:16](Cl)=[C:11]3[C:10]([I:18])=[N:9]2)=[CH:5][CH:4]=1.[F:21][C:22]1[CH:23]=[C:24]([NH:29][C:30]2[N:45]=[CH:44][CH:43]=[CH:42][C:31]=2[C:32]([NH:34][C:35]2[CH:40]=[CH:39][C:38]([F:41])=[CH:37][CH:36]=2)=[O:33])[CH:25]=[CH:26][C:27]=1[OH:28].C(=O)([O-])[O-].[Cs+].[Cs+].BrC1C=CC=CC=1, predict the reaction product. (6) Given the reactants Cl.[N+:2]([C:5]1[CH:10]=[C:9]([Cl:11])[CH:8]=[C:7]([CH2:12][CH:13]=[CH2:14])[C:6]=1[O:15][CH3:16])([O-])=O.[Sn].[OH-].[Na+], predict the reaction product. The product is: [NH2:2][C:5]1[CH:10]=[C:9]([Cl:11])[CH:8]=[C:7]([CH2:12][CH:13]=[CH2:14])[C:6]=1[O:15][CH3:16]. (7) Given the reactants [F:1][C:2]1[CH:7]=[C:6]([CH3:8])[C:5]([S:9]([CH2:11][C:12]([F:15])([F:14])[F:13])=[O:10])=[CH:4][C:3]=1[N:16]1[CH:21]=[CH:20][C:19](=[O:22])[NH:18][C:17]1=[O:23].[CH3:24]I.[H-].[Na+], predict the reaction product. The product is: [F:1][C:2]1[CH:7]=[C:6]([CH3:8])[C:5]([S:9]([CH2:11][C:12]([F:15])([F:13])[F:14])=[O:10])=[CH:4][C:3]=1[N:16]1[CH:21]=[CH:20][C:19](=[O:22])[N:18]([CH3:24])[C:17]1=[O:23]. (8) Given the reactants [ClH:1].[NH2:2][C:3]1[N:4](C(OC(C)(C)C)=O)[CH:5]=[C:6]([C:11]2[CH:16]=[CH:15][C:14]([NH:17][C:18]([NH:20][C:21]3[CH:26]=[C:25]([C:27]([F:30])([F:29])[F:28])[CH:24]=[CH:23][C:22]=3[F:31])=[O:19])=[CH:13][CH:12]=2)[C:7]=1[C:8](=[O:10])[NH2:9], predict the reaction product. The product is: [ClH:1].[NH2:2][C:3]1[NH:4][CH:5]=[C:6]([C:11]2[CH:16]=[CH:15][C:14]([NH:17][C:18]([NH:20][C:21]3[CH:26]=[C:25]([C:27]([F:28])([F:29])[F:30])[CH:24]=[CH:23][C:22]=3[F:31])=[O:19])=[CH:13][CH:12]=2)[C:7]=1[C:8](=[O:10])[NH2:9]. (9) Given the reactants [Cl:1][C:2]1[CH:12]=[CH:11][C:5]([O:6][CH2:7][C:8](Cl)=[O:9])=[CH:4][CH:3]=1.[CH:13]([NH:16][CH2:17][C:18]1[O:22][N:21]=[C:20]([C:23]2[CH:28]=[CH:27][C:26]([C:29]([F:32])([F:31])[F:30])=[CH:25][CH:24]=2)[N:19]=1)([CH3:15])[CH3:14].C(N(CC)CC)C, predict the reaction product. The product is: [Cl:1][C:2]1[CH:12]=[CH:11][C:5]([O:6][CH2:7][C:8]([N:16]([CH:13]([CH3:15])[CH3:14])[CH2:17][C:18]2[O:22][N:21]=[C:20]([C:23]3[CH:24]=[CH:25][C:26]([C:29]([F:32])([F:31])[F:30])=[CH:27][CH:28]=3)[N:19]=2)=[O:9])=[CH:4][CH:3]=1. (10) The product is: [ClH:1].[Cl:1][C:2]1[CH:29]=[CH:28][C:5]([CH2:6][CH2:7][N:8]2[CH2:13][CH2:12][N:11]([C:14]3[CH:19]=[CH:18][C:17]4[C:20]5[CH2:21][NH:22][CH2:23][CH2:24][C:25]=5[O:26][C:16]=4[CH:15]=3)[C:10](=[O:27])[CH2:9]2)=[CH:4][CH:3]=1. Given the reactants [Cl:1][C:2]1[CH:29]=[CH:28][C:5]([CH2:6][CH2:7][N:8]2[CH2:13][CH2:12][N:11]([C:14]3[CH:19]=[CH:18][C:17]4[C:20]5[CH2:21][NH:22][CH2:23][CH2:24][C:25]=5[O:26][C:16]=4[CH:15]=3)[C:10](=[O:27])[CH2:9]2)=[CH:4][CH:3]=1.Cl.CCOCC, predict the reaction product.